Dataset: NCI-60 drug combinations with 297,098 pairs across 59 cell lines. Task: Regression. Given two drug SMILES strings and cell line genomic features, predict the synergy score measuring deviation from expected non-interaction effect. Drug 1: C1CN1P(=S)(N2CC2)N3CC3. Drug 2: CC1=C(C=C(C=C1)NC(=O)C2=CC=C(C=C2)CN3CCN(CC3)C)NC4=NC=CC(=N4)C5=CN=CC=C5. Cell line: HCT116. Synergy scores: CSS=0.805, Synergy_ZIP=-2.90, Synergy_Bliss=-2.38, Synergy_Loewe=-6.90, Synergy_HSA=-6.65.